Dataset: Forward reaction prediction with 1.9M reactions from USPTO patents (1976-2016). Task: Predict the product of the given reaction. (1) The product is: [Cl:1][C:2]1[N:3]=[CH:4][C:5]([C:6]([NH:19][C:16]2[CH:17]=[CH:18][C:13]([O:12][CH3:11])=[CH:14][CH:15]=2)=[O:7])=[CH:9][CH:10]=1. Given the reactants [Cl:1][C:2]1[CH:10]=[CH:9][C:5]([C:6](Cl)=[O:7])=[CH:4][N:3]=1.[CH3:11][O:12][C:13]1[CH:18]=[CH:17][C:16]([NH2:19])=[CH:15][CH:14]=1, predict the reaction product. (2) Given the reactants [CH3:1][N:2]([CH2:4][C:5]([O:7][CH2:8][CH3:9])=[O:6])[CH3:3].[Li+].[CH3:11][Si]([N-][Si](C)(C)C)(C)C.BrC[C:22]1[CH:34]=[CH:33][C:25]([C:26]([O:28][C:29]([CH3:32])([CH3:31])[CH3:30])=[O:27])=[CH:24][CH:23]=1, predict the reaction product. The product is: [CH3:1][N:2]([CH3:3])[C:4]([C:22]1[CH:34]=[CH:33][C:25]([C:26]([O:28][C:29]([CH3:31])([CH3:30])[CH3:32])=[O:27])=[CH:24][CH:23]=1)([CH3:11])[C:5]([O:7][CH2:8][CH3:9])=[O:6].